Predict which catalyst facilitates the given reaction. From a dataset of Catalyst prediction with 721,799 reactions and 888 catalyst types from USPTO. Reactant: [C:1]([CH:3]([CH:7]1[C:11]([Cl:12])=[C:10](Cl)C(=O)O1)[C:4]([NH2:6])=[O:5])#[N:2].Cl.[F:16][C:17]1[CH:18]=[CH:19][C:20]([S:25]([N:28]2[CH2:32][CH2:31][CH2:30][CH2:29]2)(=[O:27])=[O:26])=[C:21]([CH2:23][NH2:24])[CH:22]=1.C(=O)([O-])[O-].[K+].[K+]. Product: [ClH:12].[Cl:12][C:11]1[CH:7]=[C:3]([C:4]([NH2:6])=[O:5])[C:1](=[NH:2])[N:24]([CH2:23][C:21]2[CH:22]=[C:17]([F:16])[CH:18]=[CH:19][C:20]=2[S:25]([N:28]2[CH2:32][CH2:31][CH2:30][CH2:29]2)(=[O:27])=[O:26])[CH:10]=1. The catalyst class is: 8.